Dataset: Full USPTO retrosynthesis dataset with 1.9M reactions from patents (1976-2016). Task: Predict the reactants needed to synthesize the given product. (1) Given the product [O:23]=[C:18]1[NH:19][CH2:20][CH2:21][CH2:22][N:16]([C:14]2[S:15][C:11]([C:9]3[CH:10]=[C:5]([NH:4][C:1](=[O:3])[CH3:2])[CH:6]=[C:7]([NH:24][C:32]4[N:37]=[C:36]([C:38]([F:39])([F:41])[F:40])[CH:35]=[CH:34][N:33]=4)[CH:8]=3)=[CH:12][N:13]=2)[CH2:17]1, predict the reactants needed to synthesize it. The reactants are: [C:1]([NH:4][C:5]1[CH:6]=[C:7]([N:24]([C:32]2[N:37]=[C:36]([C:38]([F:41])([F:40])[F:39])[CH:35]=[CH:34][N:33]=2)C(=O)OC(C)(C)C)[CH:8]=[C:9]([C:11]2[S:15][C:14]([N:16]3[CH2:22][CH2:21][CH2:20][NH:19][C:18](=[O:23])[CH2:17]3)=[N:13][CH:12]=2)[CH:10]=1)(=[O:3])[CH3:2].FC(F)(F)C(O)=O. (2) The reactants are: [CH3:1][C@H:2]1[C@@:6]([CH3:8])([OH:7])[CH2:5][CH2:4][NH:3]1.[OH-].[Na+].[C:11](O[C:11]([O:13][C:14]([CH3:17])([CH3:16])[CH3:15])=[O:12])([O:13][C:14]([CH3:17])([CH3:16])[CH3:15])=[O:12].O. Given the product [OH:7][C@@:6]1([CH3:8])[CH2:5][CH2:4][N:3]([C:11]([O:13][C:14]([CH3:17])([CH3:16])[CH3:15])=[O:12])[C@H:2]1[CH3:1], predict the reactants needed to synthesize it. (3) Given the product [NH2:25][C:24]1[O:9][C:8]([C:7]2[C:6]([CH:13]3[CH2:16][CH2:15][CH2:14]3)=[CH:5][C:4]([CH3:17])=[C:3]([CH:12]=2)[C:1]#[N:2])=[N:10][N:11]=1, predict the reactants needed to synthesize it. The reactants are: [C:1]([C:3]1[C:4]([CH3:17])=[CH:5][C:6]([CH:13]2[CH2:16][CH2:15][CH2:14]2)=[C:7]([CH:12]=1)[C:8]([NH:10][NH2:11])=[O:9])#[N:2].C([O-])(O)=O.[Na+].Br[C:24]#[N:25]. (4) The reactants are: [Cl:1][C:2]1[CH:7]=[C:6]([Cl:8])[CH:5]=[CH:4][C:3]=1[C:9]1[C:27](=[O:28])[N:26]([CH3:29])[C:12]2[N:13]([CH3:25])[C:14]3[C:19]([C:11]=2[CH:10]=1)=[CH:18][C:17]([C:20]1[NH:24][N:23]=[CH:22][CH:21]=1)=[CH:16][CH:15]=3.[CH3:30][O:31][CH2:32]Br. Given the product [Cl:1][C:2]1[CH:7]=[C:6]([Cl:8])[CH:5]=[CH:4][C:3]=1[C:9]1[C:27](=[O:28])[N:26]([CH3:29])[C:12]2[N:13]([CH3:25])[C:14]3[C:19]([C:11]=2[CH:10]=1)=[CH:18][C:17]([C:20]1[CH:21]=[CH:22][N:23]([CH2:30][O:31][CH3:32])[N:24]=1)=[CH:16][CH:15]=3, predict the reactants needed to synthesize it. (5) Given the product [CH3:1][C:2]1[N:7]=[C:6]([N:8]2[C:12]([NH:13][C:14]3[C:15]4[CH:16]=[N:17][NH:18][C:19]=4[CH:20]=[CH:21][CH:22]=3)=[CH:11][CH:10]=[N:9]2)[CH:5]=[C:4]([S:23]([CH3:24])=[O:30])[N:3]=1, predict the reactants needed to synthesize it. The reactants are: [CH3:1][C:2]1[N:7]=[C:6]([N:8]2[C:12]([NH:13][C:14]3[C:15]4[CH:16]=[N:17][NH:18][C:19]=4[CH:20]=[CH:21][CH:22]=3)=[CH:11][CH:10]=[N:9]2)[CH:5]=[C:4]([S:23][CH3:24])[N:3]=1.ClC1C=C(C=CC=1)C(OO)=[O:30]. (6) Given the product [CH3:15][O:14][C:5]1[CH:6]=[C:7]([O:12][CH3:13])[CH:8]=[C:9]([O:10][CH3:11])[C:4]=1[C:2]([CH3:42])=[CH:1][CH2:18][OH:17], predict the reactants needed to synthesize it. The reactants are: [CH3:1][C:2]([C:4]1[C:9]([O:10][CH3:11])=[CH:8][C:7]([O:12][CH3:13])=[CH:6][C:5]=1[O:14][CH3:15])=O.[Br-].[OH:17][CH2:18]C[P+](C1C=CC=CC=1)(C1C=CC=CC=1)C1C=CC=CC=1.[OH-].[Na+].O1CCC[CH2:42]1. (7) Given the product [Cl:1][C:2]1[CH:20]=[C:19]([Cl:21])[CH:18]=[CH:17][C:3]=1[CH:4]([O:12][CH:13]1[CH2:14][N:15]([C:38]([Cl:40])=[O:39])[CH2:16]1)[C:5]1[CH:10]=[CH:9][C:8]([Cl:11])=[CH:7][CH:6]=1, predict the reactants needed to synthesize it. The reactants are: [Cl:1][C:2]1[CH:20]=[C:19]([Cl:21])[CH:18]=[CH:17][C:3]=1[CH:4]([O:12][CH:13]1[CH2:16][NH:15][CH2:14]1)[C:5]1[CH:10]=[CH:9][C:8]([Cl:11])=[CH:7][CH:6]=1.ClC1C=CC=CC=1C(OC1CN([C:38]([Cl:40])=[O:39])C1)C1C=CC(Cl)=CC=1. (8) Given the product [F:18][C:19]1[CH:20]=[C:21]([CH:24]=[CH:25][C:26]=1[F:27])[CH2:22][NH:23][C:3]([C:5]1[CH:10]=[C:9]([CH3:11])[N:8]2[N:12]=[C:13]([N+:15]([O-:17])=[O:16])[CH:14]=[C:7]2[N:6]=1)=[O:4], predict the reactants needed to synthesize it. The reactants are: CO[C:3]([C:5]1[CH:10]=[C:9]([CH3:11])[N:8]2[N:12]=[C:13]([N+:15]([O-:17])=[O:16])[CH:14]=[C:7]2[N:6]=1)=[O:4].[F:18][C:19]1[CH:20]=[C:21]([CH:24]=[CH:25][C:26]=1[F:27])[CH2:22][NH2:23]. (9) Given the product [C:12]([OH:36])(=[O:51])[CH3:13].[Cl:1][C:2]1[C:7](=[O:8])[NH:6][CH:5]=[C:4]([CH:10]([C:37]2[CH:38]=[CH:39][C:40]([F:43])=[CH:41][CH:42]=2)[NH:11][C:12](=[O:36])[CH2:13][CH:14]2[CH2:19][CH2:18][N:17]([CH2:20][C:21]3[CH:25]=[CH:24][N:23]([C:26]4[CH:31]=[CH:30][C:29]([C:32]([F:35])([F:34])[F:33])=[CH:28][CH:27]=4)[CH:22]=3)[CH2:16][CH2:15]2)[CH:3]=1, predict the reactants needed to synthesize it. The reactants are: [Cl:1][C:2]1[CH:3]=[C:4]([CH:10]([C:37]2[CH:42]=[CH:41][C:40]([F:43])=[CH:39][CH:38]=2)[NH:11][C:12](=[O:36])[CH2:13][CH:14]2[CH2:19][CH2:18][N:17]([CH2:20][C:21]3[CH:25]=[CH:24][N:23]([C:26]4[CH:31]=[CH:30][C:29]([C:32]([F:35])([F:34])[F:33])=[CH:28][CH:27]=4)[CH:22]=3)[CH2:16][CH2:15]2)[CH:5]=[N:6][C:7]=1[O:8]C.Cl.N1C=CC=CC=1.[OH2:51].C(#N)C.